Dataset: Forward reaction prediction with 1.9M reactions from USPTO patents (1976-2016). Task: Predict the product of the given reaction. (1) Given the reactants Br[C:2]1[N:27]=[C:5]2[CH:6]=[C:7]([NH:10][C:11]([C:13]3[N:17]([CH3:18])[N:16]=[CH:15][C:14]=3[C:19]([N:21]3[CH2:26][CH2:25][O:24][CH2:23][CH2:22]3)=[O:20])=[O:12])[CH:8]=[CH:9][N:4]2[N:3]=1.[CH3:28][O:29][C:30]1[CH:35]=[CH:34][CH:33]=[CH:32][C:31]=1B(O)O, predict the reaction product. The product is: [CH3:28][O:29][C:30]1[CH:35]=[CH:34][CH:33]=[CH:32][C:31]=1[C:2]1[N:27]=[C:5]2[CH:6]=[C:7]([NH:10][C:11]([C:13]3[N:17]([CH3:18])[N:16]=[CH:15][C:14]=3[C:19]([N:21]3[CH2:26][CH2:25][O:24][CH2:23][CH2:22]3)=[O:20])=[O:12])[CH:8]=[CH:9][N:4]2[N:3]=1. (2) Given the reactants [F:1][C:2]1[CH:7]=[CH:6][CH:5]=[C:4]([C:8]2[CH:13]=[CH:12][C:11]([CH2:14][NH:15][C:16]([C@@H:18]3[CH2:20][C@H:19]3[CH2:21][OH:22])=[O:17])=[C:10]([F:23])[CH:9]=2)[C:3]=1[C:24]([O:26][CH3:27])=[O:25].C[N+]1([O-])CCOCC1, predict the reaction product. The product is: [F:1][C:2]1[CH:7]=[CH:6][CH:5]=[C:4]([C:8]2[CH:13]=[CH:12][C:11]([CH2:14][NH:15][C:16]([C@@H:18]3[CH2:20][C@H:19]3[CH:21]=[O:22])=[O:17])=[C:10]([F:23])[CH:9]=2)[C:3]=1[C:24]([O:26][CH3:27])=[O:25]. (3) Given the reactants [NH:1]([C:8](=[O:28])[CH:9]([C:19]1[CH:27]=[CH:26][C:22]([C:23]([OH:25])=O)=[CH:21][CH:20]=1)[C:10]([NH:12][C:13]1[CH:18]=[CH:17][CH:16]=[CH:15][CH:14]=1)=[O:11])[C:2]1[CH:7]=[CH:6][CH:5]=[CH:4][CH:3]=1.CCN=C=NCCCN(C)C.C1C=CC2N(O)N=NC=2C=1.[NH2:50][C:51]1[CH:56]=[C:55]([C:57]2[CH:62]=[CH:61][CH:60]=[CH:59][CH:58]=2)[CH:54]=[CH:53][C:52]=1[OH:63], predict the reaction product. The product is: [OH:63][C:52]1[CH:53]=[CH:54][C:55]([C:57]2[CH:62]=[CH:61][CH:60]=[CH:59][CH:58]=2)=[CH:56][C:51]=1[NH:50][C:23]([C:22]1[CH:21]=[CH:20][C:19]([CH:9]([C:10]([NH:12][C:13]2[CH:18]=[CH:17][CH:16]=[CH:15][CH:14]=2)=[O:11])[C:8]([NH:1][C:2]2[CH:7]=[CH:6][CH:5]=[CH:4][CH:3]=2)=[O:28])=[CH:27][CH:26]=1)=[O:25]. (4) Given the reactants [F:1][C:2]1[CH:7]=[C:6]([F:8])[CH:5]=[CH:4][N:3]=1.[Li+].CC([N-]C(C)C)C.CCCCCCC.[CH3:24][C:25]([O:28][C:29](O[C:29]([O:28][C:25]([CH3:27])([CH3:26])[CH3:24])=[O:30])=[O:30])([CH3:27])[CH3:26], predict the reaction product. The product is: [F:1][C:2]1[N:3]=[CH:4][CH:5]=[C:6]([F:8])[C:7]=1[C:29]([O:28][C:25]([CH3:27])([CH3:26])[CH3:24])=[O:30].